From a dataset of Retrosynthesis with 50K atom-mapped reactions and 10 reaction types from USPTO. Predict the reactants needed to synthesize the given product. Given the product Cc1cc(C)c(NCc2ccc3ccccc3c2-c2cccc(C(C)(C)Nc3c(C(C)C)cccc3C(C)C)n2)c(C)c1, predict the reactants needed to synthesize it. The reactants are: CC(C)c1cccc(C(C)C)c1NC(C)(C)c1cccc(Br)n1.Cc1cc(C)c(NCc2ccc3ccccc3c2B2OC(C)(C)C(C)(C)O2)c(C)c1.